This data is from Reaction yield outcomes from USPTO patents with 853,638 reactions. The task is: Predict the reaction yield, written as a fraction of the theoretical maximum amount of product (1.0 means a 100% yield; for example, 0.34 means a 34% yield). The reactants are [C:1]1([N:7]=[C:8]=[S:9])[CH:6]=[CH:5][CH:4]=[CH:3][CH:2]=1.[C:10]1([CH2:16][C:17]([NH:19][NH2:20])=[O:18])[CH:15]=[CH:14][CH:13]=[CH:12][CH:11]=1. The catalyst is ClCCl. The product is [C:1]1([NH:7][C:8]([NH:20][NH:19][C:17](=[O:18])[CH2:16][C:10]2[CH:11]=[CH:12][CH:13]=[CH:14][CH:15]=2)=[S:9])[CH:6]=[CH:5][CH:4]=[CH:3][CH:2]=1. The yield is 0.740.